Dataset: Full USPTO retrosynthesis dataset with 1.9M reactions from patents (1976-2016). Task: Predict the reactants needed to synthesize the given product. (1) Given the product [N:30]1([C:27]2[CH:28]=[CH:29][C:24]([CH2:23][N:11]3[C:6]4[C:7](=[N:8][C:3]([C:1]#[N:2])=[CH:4][CH:5]=4)[C:9]([C:12]([NH:14][C@H:15]4[CH2:20][CH2:19][CH2:18][CH2:17][C@@H:16]4[OH:21])=[O:13])=[CH:10]3)=[CH:25][CH:26]=2)[CH:34]=[CH:33][CH:32]=[N:31]1, predict the reactants needed to synthesize it. The reactants are: [C:1]([C:3]1[N:8]=[C:7]2[C:9]([C:12]([NH:14][C@H:15]3[CH2:20][CH2:19][CH2:18][CH2:17][C@@H:16]3[OH:21])=[O:13])=[CH:10][NH:11][C:6]2=[CH:5][CH:4]=1)#[N:2].Br[CH2:23][C:24]1[CH:29]=[CH:28][C:27]([N:30]2[CH:34]=[CH:33][CH:32]=[N:31]2)=[CH:26][CH:25]=1.C(=O)([O-])[O-].[Cs+].[Cs+]. (2) Given the product [Br-:2].[OH:37][C@@H:35]([C@H:34]1[C:33](=[O:38])[N:18]2[C:19]([C:20]([O-:22])=[O:21])=[C:15]([C:13]3[S:12][C:11]4=[C:40]([S:41][CH3:42])[N:8]([CH2:7][C:6]5[CH:43]=[CH:44][CH:45]=[C:4]([CH2:3][N+:48]6[CH:49]=[CH:50][S:46][CH:47]=6)[CH:5]=5)[CH:9]=[N+:10]4[CH:14]=3)[C@H:16]([CH3:39])[C@H:17]12)[CH3:36], predict the reactants needed to synthesize it. The reactants are: [Br-].[Br:2][CH2:3][C:4]1[CH:5]=[C:6]([CH:43]=[CH:44][CH:45]=1)[CH2:7][N:8]1[C:40]([S:41][CH3:42])=[C:11]2[S:12][C:13]([C:15]3[C@H:16]([CH3:39])[C@@H:17]4[C@@H:34]([C@H:35]([OH:37])[CH3:36])[C:33](=[O:38])[N:18]4[C:19]=3[C:20]([O:22]CC3C=CC([N+]([O-])=O)=CC=3)=[O:21])=[CH:14][N+:10]2=[CH:9]1.[S:46]1[CH:50]=[CH:49][N:48]=[CH:47]1. (3) Given the product [Br:1][C:2]1[CH:3]=[C:4]2[C:9](=[CH:10][CH:11]=1)[N:8]=[CH:7][N:6]=[C:5]2[C:12]1[CH:13]=[C:14]([C:15]([N:58]2[CH2:59][CH2:60][N:55]([CH3:54])[CH2:56][CH2:57]2)=[O:17])[CH:18]=[CH:19][CH:20]=1, predict the reactants needed to synthesize it. The reactants are: [Br:1][C:2]1[CH:3]=[C:4]2[C:9](=[CH:10][CH:11]=1)[N:8]=[CH:7][N:6]=[C:5]2[C:12]1[CH:13]=[C:14]([CH:18]=[CH:19][CH:20]=1)[C:15]([OH:17])=O.CN(C(ON1N=NC2C=CC=CC1=2)=[N+](C)C)C.F[P-](F)(F)(F)(F)F.CCN(C(C)C)C(C)C.[CH3:54][N:55]1[CH2:60][CH2:59][NH:58][CH2:57][CH2:56]1. (4) Given the product [CH2:9]1[C:8]2([CH2:7][CH2:6][C:5](=[O:4])[CH2:15][CH2:14]2)[CH2:12][C:11](=[O:13])[NH:10]1, predict the reactants needed to synthesize it. The reactants are: O1[C:5]2([CH2:15][CH2:14][C:8]3([CH2:12][C:11](=[O:13])[NH:10][CH2:9]3)[CH2:7][CH2:6]2)[O:4]CC1.O.C1(C)C=CC(S([O-])(=O)=O)=CC=1.[NH+]1C=CC=CC=1.